Dataset: Full USPTO retrosynthesis dataset with 1.9M reactions from patents (1976-2016). Task: Predict the reactants needed to synthesize the given product. The reactants are: [CH2:1]([N:8]1[CH2:42][CH2:41][C:11]2([N:15]([C:16]3[CH:21]=[C:20]([F:22])[CH:19]=[CH:18][C:17]=3[C:23]3[CH:28]=[CH:27][C:26]([S:29]([CH3:32])(=[O:31])=[O:30])=[CH:25][CH:24]=3)[C:14](=[O:33])[N:13]=[C:12]2[NH:34][CH2:35][CH:36](OC)OC)[CH2:10][CH:9]1[CH3:43])[C:2]1[CH:7]=[CH:6][CH:5]=[CH:4][CH:3]=1.C1(C)C=CC(S(O)(=O)=O)=CC=1. Given the product [CH2:1]([N:8]1[CH2:42][CH2:41][C:11]2([C:12]3=[N:34][CH:35]=[CH:36][N:13]3[C:14](=[O:33])[N:15]2[C:16]2[CH:21]=[C:20]([F:22])[CH:19]=[CH:18][C:17]=2[C:23]2[CH:28]=[CH:27][C:26]([S:29]([CH3:32])(=[O:30])=[O:31])=[CH:25][CH:24]=2)[CH2:10][CH:9]1[CH3:43])[C:2]1[CH:7]=[CH:6][CH:5]=[CH:4][CH:3]=1, predict the reactants needed to synthesize it.